This data is from Experimentally validated miRNA-target interactions with 360,000+ pairs, plus equal number of negative samples. The task is: Binary Classification. Given a miRNA mature sequence and a target amino acid sequence, predict their likelihood of interaction. (1) The miRNA is hsa-miR-4778-3p with sequence UCUUCUUCCUUUGCAGAGUUGA. The protein sequence of the target gene is MATAIRDVGVWRQTRTLLLKNYLIKCRTKKSSVQEILFPLFFLFWLILVSMMHPNKKYEEVSDIELSPMDKFSLSNVILGYTPVTNITSSIMQRVSTDHLPKVIVTEEYANEKELVAASLSKSSNFVGVVFKDTMSYELRFFPEMIPVSSIYMNSREGCSKTCDAAQYWSLGFTVLQASIDAAIIQLKTNVSVWSELESTKAVIMGEAAVVEIDTFPRGVILIYLVIAFSPFGYFLAIHIVAEKEKKLKEFLKIMGLHDTAFWLSWVLLYASLIFLMSLLMAVIATASSLFPQSSSIVIF.... Result: 0 (no interaction). (2) The miRNA is hsa-miR-3121-3p with sequence UAAAUAGAGUAGGCAAAGGACA. The protein sequence of the target gene is MGLAWGLGVLFLMHVCGTNRIPESGGDNSVFDIFELTGAARKGSGRRLVKGPDPSSPAFRIEDANLIPPVPDDKFQDLVDAVRAEKGFLLLASLRQMKKTRGTLLALERKDHSGQVFSVVSNGKAGTLDLSLTVQGKQHVVSVEEALLATGQWKSITLFVQEDRAQLYIDCEKMENAELDVPIQSVFTRDLASIARLRIAKGGVNDNFQGVLQNVRFVFGTTPEDILRNKGCSSSTSVLLTLDNNVVNGSSPAIRTNYIGHKTKDLQAICGISCDELSSMVLELRGLRTIVTTLQDSIRK.... Result: 1 (interaction). (3) The miRNA is rno-miR-200a-5p with sequence CAUCUUACCGGACAGUGCUGG. The protein sequence of the target gene is MQRLRWLRDWKSSGRGLTAAKEPGARSSPLQAMRILQLILLALATGLVGGETRIIKGFECKPHSQPWQAALFEKTRLLCGATLIAPRWLLTAAHCLKPRYIVHLGQHNLQKEEGCEQTRTATESFPHPGFNNSLPNKDHRNDIMLVKMASPVSITWAVRPLTLSSRCVTAGTSCLISGWGSTSSPQLRLPHTLRCANITIIEHQKCENAYPGNITDTMVCASVQEGGKDSCQGDSGGPLVCNQSLQGIISWGQDPCAITRKPGVYTKVCKYVDWIQETMKNN. Result: 0 (no interaction). (4) The miRNA is mmu-miR-409-5p with sequence AGGUUACCCGAGCAACUUUGCAU. The protein sequence of the target gene is MGTLATRAACHGAHLALALLLLLSLSGPWLSAVVPGTPPLFNVSLDAAPEQRWLPMLRHYDPDFLRTAVAQVIGDRVPQWVLGMVGEIVSKVESFLPQPFTDEIRSICDSLNLSLADGILVNLAYEASAFCTSIVAQDSQGHIYHGRNLDYPFGKILRKLTANVQFIKNGQIAFTGTTFVGYVGLWTGQSPHKFTISGDERDKGWWWENMIAALSLGHSPISWLIRKTLSESESFEAAVYTLAKTPLIADVYYIVGGTSPKEGVVITRDRGGPADIWPLDPLNGEWFRVETNYDHWKPAP.... Result: 0 (no interaction). (5) The miRNA is hsa-miR-6722-5p with sequence AGGCGCACCCGACCACAUGC. The protein sequence of the target gene is MRWQCGTRFRGLRPAVAPWTALLALGLPGWVLAVSATAAAVVPEQHASVAGQHPLDWLLTDRGPFHRAQEYADFMERYRQGFTTRYRIYREFARWKVNNLALERKDFFSLPLPLAPEFIRNIRLLGRRPNLQQVTENLIKKYGTHFLLSATLGGEESLTIFVDKQKLGRKTETTGGASIIGGSGNSTAVSLETLHQLAASYFIDRESTLRRLHHIQIATGAIKVTETRTGPLGCSNYDNLDSVSSVLVQSPENKVQLLGLQVLLPEYLRERFVAAALSYITCSSEGELVCKENDCWCKCS.... Result: 0 (no interaction). (6) The miRNA is hsa-miR-4684-5p with sequence CUCUCUACUGACUUGCAACAUA. The protein sequence of the target gene is MECALLLACAFPAAGSGPPRGLAGLGRVAKALQLCCLCCASVAAALASDSSSGASGLNDDYVFVTPVEVDSAGSYISHDILHNGRKKRSAQNARSSLHYRFSAFGQELHLELKPSAILSSHFIVQVLGKDGASETQKPEVQQCFYQGFIRNDSSSSVAVSTCAGLSGLIRTRKNEFLISPLPQLLAQEHNYSSPAGHHPHVLYKRTAEEKIQRYRGYPGSGRNYPGYSPSHIPHASQSRETEYHHRRLQKQHFCGRRKKYAPKPPTEDTYLRFDEYGSSGRPRRSAGKSQKGLNVETLVV.... Result: 1 (interaction). (7) The miRNA is mmu-miR-466p-3p with sequence AUACAUACACGCACACAUAAGA. The protein sequence of the target gene is MWIPTEHEKYGVVIASFRGTVPYGLSLEIGDTVQILEKCDGWYRGFALKNPNIKGIFPSSYVHLKNACVKNKGQFEMVIPTEDSVITEMTSTLRDWGTMWKQLYVRNEGDLFHRLWHIMNEILDLRRQVLVGHLTHDRMKDVKRHITARLDWGNEQLGLDLVPRKEYAMVDPEDISITELYRLMEHRHRKKDTPVQASSHHLFVQMKSLMCSNLGEELEVIFSLFDSKENRPISERFFLRLNRNGLPKAPDKPERHCSLFVDLGSSELRKDIYITVHIIRIGRMGAGEKKNACSVQYRRP.... Result: 0 (no interaction).